This data is from Forward reaction prediction with 1.9M reactions from USPTO patents (1976-2016). The task is: Predict the product of the given reaction. (1) Given the reactants CON(C)[C:4]([C:6]1[CH:7]=[CH:8][C:9]2[N:10]([C:12]([CH:15]([C:17]3[CH:18]=[C:19]4[C:24](=[CH:25][CH:26]=3)[N:23]=[CH:22][C:21]([Br:27])=[CH:20]4)[CH3:16])=[N:13][N:14]=2)[N:11]=1)=[O:5].[CH3:29][Mg]I, predict the reaction product. The product is: [Br:27][C:21]1[CH:22]=[N:23][C:24]2[C:19]([CH:20]=1)=[CH:18][C:17]([CH:15]([C:12]1[N:10]3[N:11]=[C:6]([C:4](=[O:5])[CH3:29])[CH:7]=[CH:8][C:9]3=[N:14][N:13]=1)[CH3:16])=[CH:26][CH:25]=2. (2) Given the reactants [C:1]([O:5][C:6](=[O:15])[NH:7][CH:8]([CH3:14])[C:9](=[O:13])[CH:10]=[N+]=[N-])([CH3:4])([CH3:3])[CH3:2].CCN(CC)CC, predict the reaction product. The product is: [C:1]([O:5][C:6]([N:7]1[CH2:10][C:9](=[O:13])[CH:8]1[CH3:14])=[O:15])([CH3:4])([CH3:3])[CH3:2]. (3) Given the reactants [NH:1]1[CH2:6][CH2:5][O:4][CH2:3][CH2:2]1.Cl[C:8]([O:10][C:11]1[CH:16]=[CH:15][CH:14]=[CH:13][CH:12]=1)=[O:9].C1(C)C=CC=CC=1.[OH-].[Na+], predict the reaction product. The product is: [O:10]([C:8]([N:1]1[CH2:6][CH2:5][O:4][CH2:3][CH2:2]1)=[O:9])[C:11]1[CH:16]=[CH:15][CH:14]=[CH:13][CH:12]=1. (4) The product is: [Si:31]([O:30][CH2:29][CH2:28][O:20][C:16]1[CH:17]=[C:18]2[C:13]([N:12]=[CH:11][C:10]([C:7]3[CH:6]=[CH:5][C:4]([N+:1]([O-:3])=[O:2])=[CH:9][CH:8]=3)=[N:19]2)=[CH:14][CH:15]=1)([C:34]([CH3:37])([CH3:36])[CH3:35])([CH3:33])[CH3:32]. Given the reactants [N+:1]([C:4]1[CH:9]=[CH:8][C:7]([C:10]2[CH:11]=[N:12][C:13]3[C:18]([N:19]=2)=[CH:17][C:16]([OH:20])=[CH:15][CH:14]=3)=[CH:6][CH:5]=1)([O-:3])=[O:2].C(=O)([O-])[O-].[K+].[K+].Br[CH2:28][CH2:29][O:30][Si:31]([C:34]([CH3:37])([CH3:36])[CH3:35])([CH3:33])[CH3:32], predict the reaction product. (5) Given the reactants CN([CH:4]=[O:5])C.[N:6]1([CH2:10][C:11]2[CH:19]=[CH:18][CH:17]=[C:16]3[C:12]=2[CH:13]=[CH:14][NH:15]3)[CH2:9][CH2:8][CH2:7]1.[H-].[Na+].[Br:22][C:23]1[CH:28]=[CH:27][C:26]([S:29](Cl)(=[O:31])=[O:30])=[C:25]([C:33]([F:36])([F:35])[F:34])[CH:24]=1.C[OH:38], predict the reaction product. The product is: [F:34][C:33]([F:36])([F:35])[C:4]([OH:5])=[O:38].[N:6]1([CH2:10][C:11]2[CH:19]=[CH:18][CH:17]=[C:16]3[C:12]=2[CH:13]=[CH:14][N:15]3[S:29]([C:26]2[CH:27]=[CH:28][C:23]([Br:22])=[CH:24][C:25]=2[C:33]([F:36])([F:34])[F:35])(=[O:31])=[O:30])[CH2:9][CH2:8][CH2:7]1. (6) Given the reactants Cl[C:2]1[CH:11]=[CH:10][C:5]([C:6]([O:8][CH3:9])=[O:7])=[CH:4][C:3]=1[N+:12]([O-:14])=[O:13].[SH:15][CH2:16][CH2:17][C:18]([O:20][CH3:21])=[O:19].C(=O)([O-])[O-].[K+].[K+], predict the reaction product. The product is: [CH3:21][O:20][C:18](=[O:19])[CH2:17][CH2:16][S:15][C:2]1[CH:11]=[CH:10][C:5]([C:6]([O:8][CH3:9])=[O:7])=[CH:4][C:3]=1[N+:12]([O-:14])=[O:13].